Dataset: Full USPTO retrosynthesis dataset with 1.9M reactions from patents (1976-2016). Task: Predict the reactants needed to synthesize the given product. Given the product [CH2:30]([S:32][C:16]1[N:15]=[C:14]2[C:10]([N:11]=[CH:12][N:13]2[CH2:21][C:22]2[CH:23]=[CH:24][C:25]([O:28][CH3:29])=[CH:26][CH:27]=2)=[C:9]([C:5]2[O:4][CH:8]=[CH:7][CH:6]=2)[N:17]=1)[CH3:31], predict the reactants needed to synthesize it. The reactants are: [C-]#N.[K+].[O:4]1[CH:8]=[CH:7][CH:6]=[C:5]1[C:9]1[N:17]=[C:16]([N+]([O-])=O)[N:15]=[C:14]2[C:10]=1[N:11]=[CH:12][N:13]2[CH2:21][C:22]1[CH:27]=[CH:26][C:25]([O:28][CH3:29])=[CH:24][CH:23]=1.[CH2:30]([SH:32])[CH3:31].